Dataset: Forward reaction prediction with 1.9M reactions from USPTO patents (1976-2016). Task: Predict the product of the given reaction. (1) Given the reactants [C:1]([C:4]1[C:9]([C:10]2[CH:15]=[CH:14][CH:13]=[CH:12][CH:11]=2)=[N:8][N:7]([CH2:16][CH3:17])[C:6](=[O:18])[C:5]=1[N+:19]([O-])=O)(=[O:3])[CH3:2].N[C:23]1[CH:32]=[CH:31][CH:30]=[C:29]2[C:24]=1[CH:25]=[CH:26][C:27]([CH3:33])=[N:28]2, predict the reaction product. The product is: [C:1]([C:4]1[C:9]([C:10]2[CH:15]=[CH:14][CH:13]=[CH:12][CH:11]=2)=[N:8][N:7]([CH2:16][CH3:17])[C:6](=[O:18])[C:5]=1[NH:19][C:23]1[CH:32]=[CH:31][CH:30]=[C:29]2[C:24]=1[CH:25]=[CH:26][C:27]([CH3:33])=[N:28]2)(=[O:3])[CH3:2]. (2) The product is: [C:3]([C:7]1[CH:12]=[CH:11][CH:10]=[CH:9][C:8]=1[N:13]1[CH2:18][CH2:17][N:16]([C:26]([C:22]2[CH:21]=[C:20]([O:19][CH2:53][C:54]([O:56][C:57]([CH3:60])([CH3:59])[CH3:58])=[O:55])[CH:25]=[N:24][CH:23]=2)=[O:28])[CH2:15][CH2:14]1)([CH3:6])([CH3:4])[CH3:5]. Given the reactants Cl.Cl.[C:3]([C:7]1[CH:12]=[CH:11][CH:10]=[CH:9][C:8]=1[N:13]1[CH2:18][CH2:17][NH:16][CH2:15][CH2:14]1)([CH3:6])([CH3:5])[CH3:4].[OH:19][C:20]1[CH:21]=[C:22]([C:26]([OH:28])=O)[CH:23]=[N:24][CH:25]=1.Cl.C(N=C=NCCCN(C)C)C.O.ON1C2C=CC=CC=2N=N1.Br[CH2:53][C:54]([O:56][C:57]([CH3:60])([CH3:59])[CH3:58])=[O:55].C(=O)([O-])[O-].[K+].[K+], predict the reaction product.